Dataset: NCI-60 drug combinations with 297,098 pairs across 59 cell lines. Task: Regression. Given two drug SMILES strings and cell line genomic features, predict the synergy score measuring deviation from expected non-interaction effect. (1) Drug 1: C1C(C(OC1N2C=NC3=C(N=C(N=C32)Cl)N)CO)O. Drug 2: CC=C1C(=O)NC(C(=O)OC2CC(=O)NC(C(=O)NC(CSSCCC=C2)C(=O)N1)C(C)C)C(C)C. Synergy scores: CSS=46.0, Synergy_ZIP=-2.11, Synergy_Bliss=-2.19, Synergy_Loewe=-1.17, Synergy_HSA=-0.0644. Cell line: SW-620. (2) Drug 1: C1=CC=C(C(=C1)C(C2=CC=C(C=C2)Cl)C(Cl)Cl)Cl. Drug 2: COC1=NC(=NC2=C1N=CN2C3C(C(C(O3)CO)O)O)N. Cell line: A549. Synergy scores: CSS=-4.70, Synergy_ZIP=1.97, Synergy_Bliss=0.347, Synergy_Loewe=-1.19, Synergy_HSA=-3.61. (3) Synergy scores: CSS=5.73, Synergy_ZIP=5.23, Synergy_Bliss=8.09, Synergy_Loewe=8.88, Synergy_HSA=2.10. Drug 1: C1CCN(CC1)CCOC2=CC=C(C=C2)C(=O)C3=C(SC4=C3C=CC(=C4)O)C5=CC=C(C=C5)O. Drug 2: CC1=C(N=C(N=C1N)C(CC(=O)N)NCC(C(=O)N)N)C(=O)NC(C(C2=CN=CN2)OC3C(C(C(C(O3)CO)O)O)OC4C(C(C(C(O4)CO)O)OC(=O)N)O)C(=O)NC(C)C(C(C)C(=O)NC(C(C)O)C(=O)NCCC5=NC(=CS5)C6=NC(=CS6)C(=O)NCCC[S+](C)C)O. Cell line: MOLT-4. (4) Drug 1: CN1C(=O)N2C=NC(=C2N=N1)C(=O)N. Drug 2: CC1=C2C(C(=O)C3(C(CC4C(C3C(C(C2(C)C)(CC1OC(=O)C(C(C5=CC=CC=C5)NC(=O)OC(C)(C)C)O)O)OC(=O)C6=CC=CC=C6)(CO4)OC(=O)C)O)C)O. Cell line: SK-MEL-5. Synergy scores: CSS=-4.63, Synergy_ZIP=1.87, Synergy_Bliss=-4.65, Synergy_Loewe=-12.0, Synergy_HSA=-11.1. (5) Drug 1: CCCCC(=O)OCC(=O)C1(CC(C2=C(C1)C(=C3C(=C2O)C(=O)C4=C(C3=O)C=CC=C4OC)O)OC5CC(C(C(O5)C)O)NC(=O)C(F)(F)F)O. Drug 2: C1=NNC2=C1C(=O)NC=N2. Cell line: TK-10. Synergy scores: CSS=20.4, Synergy_ZIP=-1.29, Synergy_Bliss=-1.04, Synergy_Loewe=-16.8, Synergy_HSA=-1.69. (6) Drug 1: C1=NC2=C(N=C(N=C2N1C3C(C(C(O3)CO)O)O)F)N. Drug 2: CC1=C2C(C(=O)C3(C(CC4C(C3C(C(C2(C)C)(CC1OC(=O)C(C(C5=CC=CC=C5)NC(=O)C6=CC=CC=C6)O)O)OC(=O)C7=CC=CC=C7)(CO4)OC(=O)C)O)C)OC(=O)C. Cell line: CCRF-CEM. Synergy scores: CSS=48.2, Synergy_ZIP=-5.41, Synergy_Bliss=-8.21, Synergy_Loewe=-13.4, Synergy_HSA=-8.32.